Dataset: Peptide-MHC class II binding affinity with 134,281 pairs from IEDB. Task: Regression. Given a peptide amino acid sequence and an MHC pseudo amino acid sequence, predict their binding affinity value. This is MHC class II binding data. (1) The peptide sequence is PGGQSLKLVVPDSTQNL. The MHC is DRB1_0301 with pseudo-sequence DRB1_0301. The binding affinity (normalized) is 0.119. (2) The MHC is DRB3_0101 with pseudo-sequence DRB3_0101. The peptide sequence is GELQIVDKIDAFFKI. The binding affinity (normalized) is 0.707. (3) The peptide sequence is KFTVFEAAFNKAIKE. The MHC is HLA-DPA10103-DPB10301 with pseudo-sequence HLA-DPA10103-DPB10301. The binding affinity (normalized) is 0.320. (4) The peptide sequence is YHFDLSGHAFGAMAKKGDEQ. The MHC is DRB1_0401 with pseudo-sequence DRB1_0401. The binding affinity (normalized) is 0.638. (5) The peptide sequence is KLNNQFGSMPALTIA. The MHC is DRB1_1501 with pseudo-sequence DRB1_1501. The binding affinity (normalized) is 1.00. (6) The peptide sequence is LIDDVLAILPLDDLK. The MHC is HLA-DQA10301-DQB10301 with pseudo-sequence HLA-DQA10301-DQB10301. The binding affinity (normalized) is 0.308. (7) The peptide sequence is SGVAATESAYLAYRN. The MHC is DRB1_0101 with pseudo-sequence DRB1_0101. The binding affinity (normalized) is 0.791. (8) The peptide sequence is ALLTPGLRCLNLDVYRIL. The MHC is DRB3_0101 with pseudo-sequence DRB3_0101. The binding affinity (normalized) is 0.277.